Dataset: Aqueous solubility values for 9,982 compounds from the AqSolDB database. Task: Regression/Classification. Given a drug SMILES string, predict its absorption, distribution, metabolism, or excretion properties. Task type varies by dataset: regression for continuous measurements (e.g., permeability, clearance, half-life) or binary classification for categorical outcomes (e.g., BBB penetration, CYP inhibition). For this dataset (solubility_aqsoldb), we predict Y. (1) The molecule is CCCCC(=O)n1cnc2c1c(=O)n(C)c(=O)n2C. The Y is -2.12 log mol/L. (2) The drug is Nc1ccc(S(=O)(=O)Nc2nnc(S(N)(=O)=O)s2)cc1. The Y is -1.50 log mol/L. (3) The compound is CN(CCO)c1nc(Nc2ccccc2)nc(Nc2ccc(/C=C/c3ccc(Nc4nc(Nc5ccccc5)nc(N(C)CCO)n4)cc3S(=O)(=O)[O-])c(S(=O)(=O)[O-])c2)n1.[Na+].[Na+]. The Y is -3.07 log mol/L. (4) The compound is CCCCOP(=O)(O)OCCCC. The Y is -1.09 log mol/L.